This data is from Catalyst prediction with 721,799 reactions and 888 catalyst types from USPTO. The task is: Predict which catalyst facilitates the given reaction. (1) Reactant: [CH3:1][O:2][CH2:3][O:4][CH2:5][C:6]1[CH:7]2[CH2:12][CH:9]([CH2:10][CH:11]=1)[C:8]2([CH3:14])[CH3:13].B.[O:16]1CCCC1.N.Cl[O-].[Na+].Cl. Product: [CH3:1][O:2][CH2:3][O:4][CH2:5][CH:6]1[CH:11]([OH:16])[CH2:10][CH:9]2[CH2:12][CH:7]1[C:8]2([CH3:14])[CH3:13]. The catalyst class is: 7. (2) Reactant: [CH:1]1[C:11]2[CH:10]=[C:9]([C:12](O)=[O:13])[C:8]3[CH:15]=[CH:16][CH:17]=[CH:18][C:7]=3[O:6][C:5]=2[CH:4]=[CH:3][CH:2]=1.[C:19]([O:23][C:24]([NH:26][C@@:27]([CH2:33][C:34]1[CH:39]=[CH:38][CH:37]=[CH:36][CH:35]=1)([CH3:32])[C:28]([NH:30][NH2:31])=[O:29])=[O:25])([CH3:22])([CH3:21])[CH3:20].Cl.CN(C)CCCN=C=NCC.ON1C2N=CC=CC=2N=N1. Product: [C:19]([O:23][C:24]([NH:26][C@:27]([CH3:32])([CH2:33][C:34]1[CH:35]=[CH:36][CH:37]=[CH:38][CH:39]=1)[C:28]([NH:30][NH:31][C:12]([C:9]1[C:8]2[CH:15]=[CH:16][CH:17]=[CH:18][C:7]=2[O:6][C:5]2[CH:4]=[CH:3][CH:2]=[CH:1][C:11]=2[CH:10]=1)=[O:13])=[O:29])=[O:25])([CH3:20])([CH3:21])[CH3:22]. The catalyst class is: 31. (3) Reactant: [Br:1][C:2]1[CH:7]=[CH:6][C:5]([CH2:8][CH2:9][C:10]([NH:12][CH2:13][CH:14]([OH:21])[CH2:15][C:16]([CH3:20])([CH3:19])[CH2:17][CH3:18])=[O:11])=[CH:4][CH:3]=1.CC(OI1(OC(C)=O)(OC(C)=O)OC(=O)C2C=CC=CC1=2)=O.C(=O)(O)[O-].[Na+].S([O-])([O-])(=O)=S.[Na+].[Na+]. Product: [Br:1][C:2]1[CH:3]=[CH:4][C:5]([CH2:8][CH2:9][C:10]([NH:12][CH2:13][C:14](=[O:21])[CH2:15][C:16]([CH3:20])([CH3:19])[CH2:17][CH3:18])=[O:11])=[CH:6][CH:7]=1. The catalyst class is: 2. (4) Reactant: [Br:1][C:2]1[CH:3]=[C:4]2[C:8](=[CH:9][CH:10]=1)[NH:7][CH:6]=[C:5]2[C:11](=O)[CH2:12][O:13][CH2:14][CH2:15][O:16][CH3:17].C(O[CH:24]([N:28]([CH3:30])C)[N:25](C)C)(C)(C)C.Cl.[NH2:32]C(N)=N.CO[Na].C([O-])(O)=O.[Na+]. Product: [Br:1][C:2]1[CH:3]=[C:4]2[C:8](=[CH:9][CH:10]=1)[NH:7][CH:6]=[C:5]2[C:11]1[C:12]([O:13][CH2:14][CH2:15][O:16][CH3:17])=[CH:30][N:28]=[C:24]([NH2:25])[N:32]=1. The catalyst class is: 259. (5) Reactant: CS(O[CH:6]([C:8]1[CH:13]=[C:12]([Br:14])[CH:11]=[CH:10][N:9]=1)[CH3:7])(=O)=O.[N-:15]=[N+:16]=[N-:17].[Na+]. Product: [N:15]([CH:6]([C:8]1[CH:13]=[C:12]([Br:14])[CH:11]=[CH:10][N:9]=1)[CH3:7])=[N+:16]=[N-:17]. The catalyst class is: 18. (6) Reactant: [Cl-].[CH3:2][O:3][CH2:4][P+](C1C=CC=CC=1)(C1C=CC=CC=1)C1C=CC=CC=1.CC(C)([O-])C.[K+].[F:30][C:31]1([F:45])[CH2:35][N:34]([C:36]([O:38][C:39]([CH3:42])([CH3:41])[CH3:40])=[O:37])[C@H:33]([CH:43]=O)[CH2:32]1. Product: [F:30][C:31]1([F:45])[CH2:35][N:34]([C:36]([O:38][C:39]([CH3:42])([CH3:41])[CH3:40])=[O:37])[CH:33]([CH:43]=[CH:2][O:3][CH3:4])[CH2:32]1. The catalyst class is: 1. (7) Reactant: [F:1][C:2]1[C:12]([F:13])=[CH:11][CH:10]=[CH:9][C:3]=1[CH:4]=[CH:5][C:6]([OH:8])=[O:7]. Product: [F:1][C:2]1[C:12]([F:13])=[CH:11][CH:10]=[CH:9][C:3]=1[CH2:4][CH2:5][C:6]([OH:8])=[O:7]. The catalyst class is: 29. (8) Reactant: [CH:1]1([C:7]2([CH3:28])[CH2:12][N:11]([CH3:13])[C:10](=[O:14])[N:9]([CH2:15][C:16]3([C:21]4[CH:26]=[CH:25][CH:24]=[CH:23][CH:22]=4)OCC[O:17]3)[C:8]2=[O:27])[CH2:6][CH2:5][CH2:4][CH2:3][CH2:2]1. Product: [CH:1]1([C:7]2([CH3:28])[CH2:12][N:11]([CH3:13])[C:10](=[O:14])[N:9]([CH2:15][C:16](=[O:17])[C:21]3[CH:22]=[CH:23][CH:24]=[CH:25][CH:26]=3)[C:8]2=[O:27])[CH2:6][CH2:5][CH2:4][CH2:3][CH2:2]1. The catalyst class is: 502. (9) Reactant: [N:1]1[C:10]2[C:5](=[CH:6][CH:7]=[CH:8][C:9]=2[OH:11])[CH:4]=[CH:3][C:2]=1[OH:12].[F:13][C:14]([F:33])([F:32])[S:15](N(C1C=CC=CN=1)[S:15]([C:14]([F:33])([F:32])[F:13])(=[O:17])=[O:16])(=[O:17])=[O:16].C(N(C(C)C)CC)(C)C. Product: [F:13][C:14]([F:33])([F:32])[S:15]([O:11][C:9]1[CH:8]=[CH:7][CH:6]=[C:5]2[C:10]=1[N:1]=[C:2]([OH:12])[CH:3]=[CH:4]2)(=[O:17])=[O:16]. The catalyst class is: 96. (10) Reactant: [CH:1]1([C:6]2[C:14]3[C:9](=[C:10]([O:15]C)[N:11]=[CH:12][CH:13]=3)[N:8]([C:17]3[CH:18]=[C:19]([C:22]([NH2:24])=[O:23])[S:20][CH:21]=3)[N:7]=2)[CH2:5][CH2:4][CH2:3][CH2:2]1.[I-].[Na+].Cl[Si](C)(C)C.O. Product: [CH:1]1([C:6]2[C:14]3[CH:13]=[CH:12][NH:11][C:10](=[O:15])[C:9]=3[N:8]([C:17]3[CH:18]=[C:19]([C:22]([NH2:24])=[O:23])[S:20][CH:21]=3)[N:7]=2)[CH2:2][CH2:3][CH2:4][CH2:5]1. The catalyst class is: 10.